From a dataset of Forward reaction prediction with 1.9M reactions from USPTO patents (1976-2016). Predict the product of the given reaction. (1) The product is: [S:47]1[C:43]([CH2:42][O:41][C:39](=[O:40])[NH2:38])=[CH:44][N:45]=[CH:46]1. Given the reactants CC(C1SC=C(CN(C(N[C@H](C(N[C@@H](CC2C=CC=CC=2)CC[C@@H]([NH:38][C:39]([O:41][CH2:42][C:43]2[S:47][CH:46]=[N:45][CH:44]=2)=[O:40])CC2C=CC=CC=2)=O)CCN2CCOCC2)=O)C)N=1)C.C(C1SC=C(CN(C)C(=O)NC(CCN2CCOCC2)C(O)=O)N=1)(C)C.C(N(CC)C(C)C)(C)C.O.ON1C2C=CC=CC=2N=N1.S1C(COC(=O)NC(CC2C=CC=CC=2)CCC(N)CC2C=CC=CC=2)=CN=C1.CN(C)CCCN=C=NCC, predict the reaction product. (2) Given the reactants [CH3:1][N:2]([CH3:24])[C:3]([C:5]1[CH:10]=[CH:9][CH:8]=[CH:7][C:6]=1[N:11]1[CH2:16][CH2:15][N:14](CC2C=CC=CC=2)[CH2:13][CH2:12]1)=[O:4], predict the reaction product. The product is: [CH3:1][N:2]([CH3:24])[C:3]([C:5]1[CH:10]=[CH:9][CH:8]=[CH:7][C:6]=1[N:11]1[CH2:16][CH2:15][NH:14][CH2:13][CH2:12]1)=[O:4]. (3) Given the reactants [N:1]1[CH:6]=[C:5]([NH:7][C:8]2[CH:16]=[CH:15][C:11]([C:12](Cl)=[O:13])=[CH:10][CH:9]=2)[CH:4]=[N:3][CH:2]=1.[F:17][C:18]1[C:23]([C:24]([F:27])([F:26])[F:25])=[CH:22][CH:21]=[CH:20][C:19]=1[C:28]1[N:29]=[C:30]([NH2:33])[S:31][CH:32]=1, predict the reaction product. The product is: [F:17][C:18]1[C:23]([C:24]([F:26])([F:25])[F:27])=[CH:22][CH:21]=[CH:20][C:19]=1[C:28]1[N:29]=[C:30]([NH:33][C:12](=[O:13])[C:11]2[CH:15]=[CH:16][C:8]([NH:7][C:5]3[CH:6]=[N:1][CH:2]=[N:3][CH:4]=3)=[CH:9][CH:10]=2)[S:31][CH:32]=1. (4) Given the reactants [CH2:1]([O:3][C:4](=[O:16])[CH2:5][CH2:6][NH:7][CH:8]([CH3:15])[CH2:9][C:10]([O:12][CH2:13][CH3:14])=[O:11])[CH3:2].O1CCOCC1.C(=O)([O-])[O-].[K+].[K+].[C:29](O[C:29]([O:31][C:32]([CH3:35])([CH3:34])[CH3:33])=[O:30])([O:31][C:32]([CH3:35])([CH3:34])[CH3:33])=[O:30], predict the reaction product. The product is: [CH3:33][C:32]([O:31][C:29]([N:7]([CH2:6][CH2:5][C:4]([O:3][CH2:1][CH3:2])=[O:16])[CH:8]([CH3:15])[CH2:9][C:10]([O:12][CH2:13][CH3:14])=[O:11])=[O:30])([CH3:35])[CH3:34]. (5) Given the reactants [Cl:1][C:2]1[CH:8]=[CH:7][C:5]([NH2:6])=[CH:4][C:3]=1[C:9]1[CH:14]=[CH:13][CH:12]=[CH:11][N:10]=1.[N:15]1([C:20]2[CH:28]=[CH:27][C:23]([C:24](O)=[O:25])=[CH:22][CH:21]=2)[CH:19]=[N:18][N:17]=[N:16]1, predict the reaction product. The product is: [Cl:1][C:2]1[CH:8]=[CH:7][C:5]([NH:6][C:24](=[O:25])[C:23]2[CH:27]=[CH:28][C:20]([N:15]3[CH:19]=[N:18][N:17]=[N:16]3)=[CH:21][CH:22]=2)=[CH:4][C:3]=1[C:9]1[CH:14]=[CH:13][CH:12]=[CH:11][N:10]=1.